From a dataset of Forward reaction prediction with 1.9M reactions from USPTO patents (1976-2016). Predict the product of the given reaction. (1) Given the reactants [CH3:1][C:2]1[CH:7]=[C:6]([CH3:8])[CH:5]=[CH:4][C:3]=1[N:9]([CH2:21][CH:22]([CH3:24])[CH3:23])[S:10]([C:13]1[CH:18]=[CH:17][CH:16]=[C:15]([CH2:19][OH:20])[CH:14]=1)(=[O:12])=[O:11].[H-].[Na+].Br[CH2:28][C:29]1[CH:34]=[CH:33][N:32]=[CH:31][CH:30]=1, predict the reaction product. The product is: [CH3:1][C:2]1[CH:7]=[C:6]([CH3:8])[CH:5]=[CH:4][C:3]=1[N:9]([CH2:21][CH:22]([CH3:24])[CH3:23])[S:10]([C:13]1[CH:18]=[CH:17][CH:16]=[C:15]([CH2:19][O:20][CH2:28][C:29]2[CH:34]=[CH:33][N:32]=[CH:31][CH:30]=2)[CH:14]=1)(=[O:11])=[O:12]. (2) Given the reactants [C:1](#[N:3])C.[Br:4][C:5]1[CH:16]=[CH:15][C:8]2[NH:9][C:10](=O)[O:11][C:12](=O)[C:7]=2[CH:6]=1.C[NH:18]C(=N)SC.C(=O)([O-])[O-].[Na+].[Na+], predict the reaction product. The product is: [Br:4][C:5]1[CH:6]=[C:7]2[C:8](=[CH:15][CH:16]=1)[NH:9][C:10]([NH:3][CH3:1])=[N:18][C:12]2=[O:11]. (3) Given the reactants N.[Si:2]([O:9][CH2:10][CH2:11][C:12]1[C:13]([F:36])=[C:14]([CH:33]=[CH:34][CH:35]=1)[CH2:15][N:16]1[CH2:32][CH2:31][C:19]2([O:24][CH2:23][CH2:22][N:21](C(=O)C(F)(F)F)[CH2:20]2)[CH2:18][CH2:17]1)([C:5]([CH3:8])([CH3:7])[CH3:6])([CH3:4])[CH3:3], predict the reaction product. The product is: [Si:2]([O:9][CH2:10][CH2:11][C:12]1[C:13]([F:36])=[C:14]([CH:33]=[CH:34][CH:35]=1)[CH2:15][N:16]1[CH2:17][CH2:18][C:19]2([O:24][CH2:23][CH2:22][NH:21][CH2:20]2)[CH2:31][CH2:32]1)([C:5]([CH3:8])([CH3:6])[CH3:7])([CH3:4])[CH3:3]. (4) Given the reactants [Cl:1][C:2]1[CH:3]=[CH:4][C:5]2[N:11]3[CH2:12][C@H:8]([CH2:9][CH2:10]3)[NH:7][C:6]=2[N:13]=1.[N:14]1[CH:19]=[CH:18][CH:17]=[CH:16][C:15]=1[NH:20][C:21](=O)[O:22]C1C=CC=CC=1, predict the reaction product. The product is: [Cl:1][C:2]1[CH:3]=[CH:4][C:5]2[N:11]3[CH2:12][C@H:8]([CH2:9][CH2:10]3)[N:7]([C:21]([NH:20][C:15]3[CH:16]=[CH:17][CH:18]=[CH:19][N:14]=3)=[O:22])[C:6]=2[N:13]=1. (5) Given the reactants CN(C=O)C.CS(C)=O.[S:10](Cl)([C:13]1[CH:19]=[CH:18][C:16]([CH3:17])=[CH:15][CH:14]=1)(=[O:12])=[O:11].[CH3:21][O:22][C:23](=[O:38])[C@H:24]([CH2:36][OH:37])[NH:25][C:26]([O:28][CH2:29][C:30]1[CH:35]=[CH:34][CH:33]=[CH:32][CH:31]=1)=[O:27].C(N(CC)CC)C, predict the reaction product. The product is: [CH2:29]([O:28][C:26]([NH:25]/[C:24](=[CH:36]\[O:37][S:10]([C:13]1[CH:19]=[CH:18][C:16]([CH3:17])=[CH:15][CH:14]=1)(=[O:12])=[O:11])/[C:23]([O:22][CH3:21])=[O:38])=[O:27])[C:30]1[CH:35]=[CH:34][CH:33]=[CH:32][CH:31]=1. (6) Given the reactants [CH3:1][C:2]([C:9]([OH:11])=[O:10])([CH2:4][CH2:5][C:6]([OH:8])=[O:7])[NH2:3].Cl[C:13]([O:15][CH2:16][C:17]1[CH:22]=[CH:21][CH:20]=[CH:19][CH:18]=1)=[O:14], predict the reaction product. The product is: [CH2:16]([O:15][C:13]([NH:3][C@:2]([CH3:1])([C:9]([OH:11])=[O:10])[CH2:4][CH2:5][C:6]([OH:8])=[O:7])=[O:14])[C:17]1[CH:22]=[CH:21][CH:20]=[CH:19][CH:18]=1. (7) Given the reactants [CH:1]1[C:13]2[CH:12]([CH2:14][O:15][C:16](=[O:27])[NH:17][CH:18]3[CH2:23][CH2:22][CH:21]([C:24](=[O:26])[CH3:25])[CH2:20][CH2:19]3)[C:11]3[C:6](=[CH:7][CH:8]=[CH:9][CH:10]=3)[C:5]=2[CH:4]=[CH:3][CH:2]=1.[Br:28]Br, predict the reaction product. The product is: [CH:1]1[C:13]2[CH:12]([CH2:14][O:15][C:16](=[O:27])[NH:17][CH:18]3[CH2:23][CH2:22][CH:21]([C:24](=[O:26])[CH2:25][Br:28])[CH2:20][CH2:19]3)[C:11]3[C:6](=[CH:7][CH:8]=[CH:9][CH:10]=3)[C:5]=2[CH:4]=[CH:3][CH:2]=1. (8) Given the reactants Br[C:2]1[S:6][C:5]([S:7]([NH:10][C:11]2[CH:16]=[CH:15][CH:14]=[C:13]([C:17]3[NH:21][N:20]=[N:19][N:18]=3)[CH:12]=2)(=[O:9])=[O:8])=[CH:4][CH:3]=1.[CH3:22][C:23]1[CH:28]=[CH:27][C:26](B(O)O)=[CH:25][CH:24]=1, predict the reaction product. The product is: [CH3:22][C:23]1[CH:28]=[CH:27][C:26]([C:2]2[S:6][C:5]([S:7]([NH:10][C:11]3[CH:16]=[CH:15][CH:14]=[C:13]([C:17]4[NH:21][N:20]=[N:19][N:18]=4)[CH:12]=3)(=[O:9])=[O:8])=[CH:4][CH:3]=2)=[CH:25][CH:24]=1. (9) Given the reactants [CH3:1][C:2]1[CH:7]=[C:6]([C:8]2[C:12]3[CH:13]=[C:14]4[C:19](=[CH:20][C:11]=3[N:10]([C:22]([C:35]3[CH:40]=[CH:39][CH:38]=[CH:37][CH:36]=3)([C:29]3[CH:34]=[CH:33][CH:32]=[CH:31][CH:30]=3)[C:23]3[CH:28]=[CH:27][CH:26]=[CH:25][CH:24]=3)[N:9]=2)[NH:18][C:17](=[O:21])[CH:16]=[CH:15]4)[CH:5]=[CH:4][N:3]=1.C1C(=O)N([Br:48])C(=O)C1.[O-]S([O-])(=S)=O.[Na+].[Na+], predict the reaction product. The product is: [Br:48][C:16]1[C:17](=[O:21])[NH:18][C:19]2[C:14]([CH:15]=1)=[CH:13][C:12]1[C:8]([C:6]3[CH:5]=[CH:4][N:3]=[C:2]([CH3:1])[CH:7]=3)=[N:9][N:10]([C:22]([C:29]3[CH:30]=[CH:31][CH:32]=[CH:33][CH:34]=3)([C:35]3[CH:40]=[CH:39][CH:38]=[CH:37][CH:36]=3)[C:23]3[CH:28]=[CH:27][CH:26]=[CH:25][CH:24]=3)[C:11]=1[CH:20]=2.